Dataset: Forward reaction prediction with 1.9M reactions from USPTO patents (1976-2016). Task: Predict the product of the given reaction. (1) Given the reactants [F:1][C:2]1[CH:7]=[C:6]([F:8])[CH:5]=[CH:4][C:3]=1[C:9]([OH:37])([CH2:31][N:32]1[CH:36]=[N:35][N:34]=[N:33]1)[C:10]([F:30])([F:29])[C:11]1[CH:16]=[CH:15][C:14]([CH:17](O)[C:18]2[CH:23]=[CH:22][C:21]([C:24]([F:27])([F:26])[F:25])=[CH:20][CH:19]=2)=[CH:13][N:12]=1.C([SiH](CC)CC)C, predict the reaction product. The product is: [F:1][C:2]1[CH:7]=[C:6]([F:8])[CH:5]=[CH:4][C:3]=1[C:9]([OH:37])([CH2:31][N:32]1[CH:36]=[N:35][N:34]=[N:33]1)[C:10]([F:30])([F:29])[C:11]1[CH:16]=[CH:15][C:14]([CH2:17][C:18]2[CH:19]=[CH:20][C:21]([C:24]([F:27])([F:25])[F:26])=[CH:22][CH:23]=2)=[CH:13][N:12]=1. (2) Given the reactants Cl.[N+:2]([C:5]1[N:10]=[CH:9][C:8]([C:11]2[CH2:12][CH2:13][NH:14][CH2:15][CH:16]=2)=[CH:7][CH:6]=1)([O-:4])=[O:3].C(=O)([O-])[O-].[Cs+].[Cs+].FC(F)(F)S(O[CH2:29][C:30]([F:33])([F:32])[F:31])(=O)=O.O, predict the reaction product. The product is: [N+:2]([C:5]1[N:10]=[CH:9][C:8]([C:11]2[CH2:12][CH2:13][N:14]([CH2:29][C:30]([F:33])([F:32])[F:31])[CH2:15][CH:16]=2)=[CH:7][CH:6]=1)([O-:4])=[O:3]. (3) Given the reactants C(O)C.[Cl-].[NH4+].[CH3:6][C:7]1[CH:12]=[C:11]([CH3:13])[CH:10]=[CH:9][C:8]=1[N:14]1[CH2:19][CH2:18][N:17]([C:20]([C:22]2[CH:27]=[CH:26][C:25]([N+:28]([O-])=O)=[CH:24][C:23]=2[N:31]2[CH2:36][CH2:35][O:34][CH2:33][CH2:32]2)=[O:21])[CH2:16][CH2:15]1, predict the reaction product. The product is: [NH2:28][C:25]1[CH:26]=[CH:27][C:22]([C:20]([N:17]2[CH2:18][CH2:19][N:14]([C:8]3[CH:9]=[CH:10][C:11]([CH3:13])=[CH:12][C:7]=3[CH3:6])[CH2:15][CH2:16]2)=[O:21])=[C:23]([N:31]2[CH2:32][CH2:33][O:34][CH2:35][CH2:36]2)[CH:24]=1. (4) Given the reactants [Cl:1][C:2]1[CH:3]=[CH:4][C:5]([N+:11]([O-:13])=[O:12])=[C:6]([CH:10]=1)[C:7]([OH:9])=[O:8].[CH2:14](OC(=O)C1C=C(N2CCCCC2)C=CC=1N)[CH3:15].S(Cl)(Cl)=O, predict the reaction product. The product is: [CH2:14]([O:8][C:7](=[O:9])[C:6]1[CH:10]=[C:2]([Cl:1])[CH:3]=[CH:4][C:5]=1[N+:11]([O-:13])=[O:12])[CH3:15]. (5) Given the reactants C(O[C:4](=[N:6][C:7](=O)[C:8]1[CH:13]=[CH:12][CH:11]=[C:10]([Br:14])[CH:9]=1)[CH3:5])C.Cl.[NH:17]([C:19]1[CH:24]=[CH:23][C:22]([S:25]([NH2:28])(=[O:27])=[O:26])=[CH:21][CH:20]=1)[NH2:18].C(N(CC)CC)C.O, predict the reaction product. The product is: [Br:14][C:10]1[CH:9]=[C:8]([C:7]2[N:17]([C:19]3[CH:20]=[CH:21][C:22]([S:25]([NH2:28])(=[O:27])=[O:26])=[CH:23][CH:24]=3)[N:18]=[C:4]([CH3:5])[N:6]=2)[CH:13]=[CH:12][CH:11]=1. (6) Given the reactants [CH3:1][C:2]1[CH:8]=[CH:7][CH:6]=[CH:5][C:3]=1[NH2:4].[C:9]([OH:14])(=[O:13])[C:10]([CH3:12])=O.[CH:15](=O)[C:16]1[CH:21]=[CH:20][CH:19]=[CH:18][CH:17]=1, predict the reaction product. The product is: [CH3:1][C:2]1[CH:8]=[CH:7][CH:6]=[C:5]2[C:3]=1[N:4]=[C:15]([C:16]1[CH:21]=[CH:20][CH:19]=[CH:18][CH:17]=1)[CH:12]=[C:10]2[C:9]([OH:14])=[O:13]. (7) Given the reactants [C:1]([O-:4])(=[O:3])[CH3:2].[Na+].Cl[CH2:7][SiH2:8][CH:9]([O:12][CH3:13])[O:10][CH3:11], predict the reaction product. The product is: [C:1]([O:4][CH2:7][SiH2:8][CH:9]([O:12][CH3:13])[O:10][CH3:11])(=[O:3])[CH3:2].